This data is from Full USPTO retrosynthesis dataset with 1.9M reactions from patents (1976-2016). The task is: Predict the reactants needed to synthesize the given product. (1) Given the product [CH:19]1([CH2:18][NH:17][C:14]2[C:15]3[C:10](=[CH:9][N:8]=[C:7]([NH:28][C:27]4[CH:29]=[CH:30][C:31]([C:33]5[CH:34]=[N:35][N:36]([CH3:38])[CH:37]=5)=[CH:32][C:26]=4[O:25][CH3:24])[CH:16]=3)[CH:11]=[CH:12][N:13]=2)[CH2:21][CH2:20]1, predict the reactants needed to synthesize it. The reactants are: FC(F)(F)S(O[C:7]1[N:8]=[CH:9][C:10]2[C:15]([CH:16]=1)=[C:14]([NH:17][CH2:18][CH:19]1[CH2:21][CH2:20]1)[N:13]=[CH:12][CH:11]=2)(=O)=O.[CH3:24][O:25][C:26]1[CH:32]=[C:31]([C:33]2[CH:34]=[N:35][N:36]([CH3:38])[CH:37]=2)[CH:30]=[CH:29][C:27]=1[NH2:28]. (2) Given the product [CH:20]1([C:25]([N:17]2[CH2:16][CH2:15][C:14]([C:4]3[C:5]4[C:10](=[CH:9][CH:8]=[C:7]([N+:11]([O-:13])=[O:12])[CH:6]=4)[N:2]([CH3:1])[CH:3]=3)=[CH:19][CH2:18]2)=[O:26])[CH2:24][CH2:23][CH2:22][CH2:21]1, predict the reactants needed to synthesize it. The reactants are: [CH3:1][N:2]1[C:10]2[C:5](=[CH:6][C:7]([N+:11]([O-:13])=[O:12])=[CH:8][CH:9]=2)[C:4]([C:14]2[CH2:15][CH2:16][NH:17][CH2:18][CH:19]=2)=[CH:3]1.[CH:20]1([C:25](Cl)=[O:26])[CH2:24][CH2:23][CH2:22][CH2:21]1.CO. (3) Given the product [C:10]([C:14]1[N:22]=[C:21]2[C:17]([N:18]=[CH:19][NH:20]2)=[C:16]([N:24]2[CH2:28][CH2:27][C@H:26]([OH:29])[CH2:25]2)[N:15]=1)([CH3:13])([CH3:12])[CH3:11], predict the reactants needed to synthesize it. The reactants are: CCN(C(C)C)C(C)C.[C:10]([C:14]1[N:22]=[C:21]2[C:17]([N:18]=[CH:19][NH:20]2)=[C:16](Cl)[N:15]=1)([CH3:13])([CH3:12])[CH3:11].[NH:24]1[CH2:28][CH2:27][C@H:26]([OH:29])[CH2:25]1.C(O)(=O)CC(CC(O)=O)(C(O)=O)O. (4) Given the product [Br:1][C:2]1[CH:7]=[C:6]([F:8])[C:5]([N+:10]([O-:12])=[O:11])=[CH:4][C:3]=1[CH3:9], predict the reactants needed to synthesize it. The reactants are: [Br:1][C:2]1[CH:7]=[C:6]([F:8])[CH:5]=[CH:4][C:3]=1[CH3:9].[N+:10]([O-])([O-:12])=[O:11].[K+]. (5) Given the product [OH:1][C@@H:2]([C@H:4]1[C:24](=[O:25])[N:6]2[C:7]([C:21]([O:23][CH2:35][O:34][C:32]([O:31][CH2:27][CH:28]([CH3:30])[CH3:29])=[O:33])=[O:22])=[C:8]([S:11]/[CH:12]=[CH:13]\[C:14]3[S:18][CH:17]=[N:16][C:15]=3[CH2:19][OH:20])[C@H:9]([CH3:10])[C@H:5]12)[CH3:3], predict the reactants needed to synthesize it. The reactants are: [OH:1][C@@H:2]([C@H:4]1[C:24](=[O:25])[N:6]2[C:7]([C:21]([O-:23])=[O:22])=[C:8]([S:11]/[CH:12]=[CH:13]\[C:14]3[S:18][CH:17]=[N:16][C:15]=3[CH2:19][OH:20])[C@H:9]([CH3:10])[C@H:5]12)[CH3:3].[Na+].[CH2:27]([O:31][C:32]([O:34][CH2:35]I)=[O:33])[CH:28]([CH3:30])[CH3:29]. (6) Given the product [F:23][C:24]([F:37])([F:36])[S:25]([O:13][C:5]1[CH:4]=[CH:3][C:2]([Cl:1])=[C:11]2[C:6]=1[CH:7]=[CH:8][C:9]([CH3:12])=[N:10]2)(=[O:27])=[O:26], predict the reactants needed to synthesize it. The reactants are: [Cl:1][C:2]1[CH:3]=[CH:4][C:5]([OH:13])=[C:6]2[C:11]=1[N:10]=[C:9]([CH3:12])[CH:8]=[CH:7]2.C(N(CC)C(C)C)(C)C.[F:23][C:24]([F:37])([F:36])[S:25](O[S:25]([C:24]([F:37])([F:36])[F:23])(=[O:27])=[O:26])(=[O:27])=[O:26].[NH4+].[Cl-]. (7) Given the product [CH2:17]([NH:24][CH:7]1[CH2:6][CH2:5][N:4]([C:9]([O:11][C:12]([CH3:15])([CH3:14])[CH3:13])=[O:10])[CH2:3][C:2]1([F:16])[F:1])[C:18]1[CH:23]=[CH:22][CH:21]=[CH:20][CH:19]=1, predict the reactants needed to synthesize it. The reactants are: [F:1][C:2]1([F:16])[C:7](=O)[CH2:6][CH2:5][N:4]([C:9]([O:11][C:12]([CH3:15])([CH3:14])[CH3:13])=[O:10])[CH2:3]1.[CH2:17]([NH2:24])[C:18]1[CH:23]=[CH:22][CH:21]=[CH:20][CH:19]=1.C(O[BH-](OC(=O)C)OC(=O)C)(=O)C.[Na+].C([O-])([O-])=O.[Na+].[Na+].